This data is from Full USPTO retrosynthesis dataset with 1.9M reactions from patents (1976-2016). The task is: Predict the reactants needed to synthesize the given product. (1) Given the product [ClH:4].[NH2:5][C:6]1([C:12]([O:14][CH3:1])=[O:13])[CH2:11][CH2:10][CH2:9][CH2:8][CH2:7]1, predict the reactants needed to synthesize it. The reactants are: [C:1]([Cl:4])(=O)C.[NH2:5][C:6]1([C:12]([OH:14])=[O:13])[CH2:11][CH2:10][CH2:9][CH2:8][CH2:7]1. (2) Given the product [CH3:1][O:2][C:3]([C:5]1[C:13]2[N:12]=[C:11]([C:14](=[O:25])[NH:15][CH:16]3[CH2:17][CH2:18][N:19]([CH:22]4[CH2:23][CH2:24]4)[CH2:20][CH2:21]3)[N:10]([CH2:27][C:28](=[O:29])[NH:30][C:31]3[CH:36]=[CH:35][C:34]([Cl:37])=[CH:33][N:32]=3)[C:9]=2[CH:8]=[CH:7][CH:6]=1)=[O:4], predict the reactants needed to synthesize it. The reactants are: [CH3:1][O:2][C:3]([C:5]1[C:13]2[N:12]=[C:11]([C:14](=[O:25])[NH:15][CH:16]3[CH2:21][CH2:20][N:19]([CH:22]4[CH2:24][CH2:23]4)[CH2:18][CH2:17]3)[NH:10][C:9]=2[CH:8]=[CH:7][CH:6]=1)=[O:4].Br[CH2:27][C:28]([NH:30][C:31]1[CH:36]=[CH:35][C:34]([Cl:37])=[CH:33][N:32]=1)=[O:29]. (3) The reactants are: [Cl:1][C:2]1[CH:28]=[CH:27][C:5]([O:6][C:7]2[CH:12]=[CH:11][C:10]([NH:13][CH:14]([C:17]3[CH:22]=[CH:21][CH:20]=[C:19]([C:23]([F:26])([F:25])[F:24])[CH:18]=3)[CH2:15][NH2:16])=[CH:9][CH:8]=2)=[CH:4][CH:3]=1.[N:29]#[C:30]Br. Given the product [Cl:1][C:2]1[CH:3]=[CH:4][C:5]([O:6][C:7]2[CH:12]=[CH:11][C:10]([N:13]3[CH:14]([C:17]4[CH:22]=[CH:21][CH:20]=[C:19]([C:23]([F:24])([F:25])[F:26])[CH:18]=4)[CH2:15][NH:16][C:30]3=[NH:29])=[CH:9][CH:8]=2)=[CH:27][CH:28]=1, predict the reactants needed to synthesize it. (4) Given the product [N:12]1([C:10]2[C:9]3[C:4](=[CH:5][CH:6]=[CH:7][CH:8]=3)[C:3](=[O:18])[N:2]([NH:1][C:29](=[O:30])[CH2:28][C:25]3[CH:26]=[CH:27][C:22]([O:21][C:20]([F:32])([F:19])[F:33])=[CH:23][CH:24]=3)[N:11]=2)[CH2:17][CH2:16][O:15][CH2:14][CH2:13]1, predict the reactants needed to synthesize it. The reactants are: [NH2:1][N:2]1[N:11]=[C:10]([N:12]2[CH2:17][CH2:16][O:15][CH2:14][CH2:13]2)[C:9]2[C:4](=[CH:5][CH:6]=[CH:7][CH:8]=2)[C:3]1=[O:18].[F:19][C:20]([F:33])([F:32])[O:21][C:22]1[CH:27]=[CH:26][C:25]([CH2:28][C:29](O)=[O:30])=[CH:24][CH:23]=1. (5) Given the product [CH3:1][O:2][C:3]1[CH:4]=[C:5]([NH:11][C:12]2[N:17]=[C:16]([N:18]3[C:22]([CH3:23])=[CH:21][C:20]([C:24]([F:25])([F:26])[F:27])=[N:19]3)[C:15]([C:28]3[CH:29]=[N:30][C:31]([O:36][CH3:37])=[C:32]([C:33]4[NH:54][N:53]=[N:52][N:34]=4)[CH:35]=3)=[CH:14][N:13]=2)[CH:6]=[C:7]([O:9][CH3:10])[CH:8]=1, predict the reactants needed to synthesize it. The reactants are: [CH3:1][O:2][C:3]1[CH:4]=[C:5]([NH:11][C:12]2[N:17]=[C:16]([N:18]3[C:22]([CH3:23])=[CH:21][C:20]([C:24]([F:27])([F:26])[F:25])=[N:19]3)[C:15]([C:28]3[CH:29]=[N:30][C:31]([O:36][CH3:37])=[C:32]([CH:35]=3)[C:33]#[N:34])=[CH:14][N:13]=2)[CH:6]=[C:7]([O:9][CH3:10])[CH:8]=1.C([Sn](=O)CCCC)CCC.[Si]([N:52]=[N+:53]=[N-:54])(C)(C)C. (6) Given the product [ClH:1].[O:16]=[C:15]1[N:11]([C:7]2[CH:6]=[C:5]([CH2:4][NH:3][C:30](=[O:31])[CH2:29][C:23]3[CH:28]=[CH:27][CH:26]=[CH:25][CH:24]=3)[CH:10]=[CH:9][N:8]=2)[NH:12][CH:13]=[C:14]1[C:17]1[CH:18]=[N:19][CH:20]=[CH:21][CH:22]=1, predict the reactants needed to synthesize it. The reactants are: [ClH:1].Cl.[NH2:3][CH2:4][C:5]1[CH:10]=[CH:9][N:8]=[C:7]([N:11]2[C:15](=[O:16])[C:14]([C:17]3[CH:18]=[N:19][CH:20]=[CH:21][CH:22]=3)=[CH:13][NH:12]2)[CH:6]=1.[C:23]1([CH2:29][C:30](O)=[O:31])[CH:28]=[CH:27][CH:26]=[CH:25][CH:24]=1.C(N(CC)CC)C.Cl.CN(C)CCCN=C=NCC.O.ON1C2C=CC=CC=2N=N1. (7) Given the product [Br:14][C:10]1[CH:9]=[C:8]([CH3:12])[C:7]([NH2:13])=[C:6]([C:2]2[NH:3][CH2:4][CH2:5][N:1]=2)[CH:11]=1, predict the reactants needed to synthesize it. The reactants are: [NH:1]1[CH2:5][CH2:4][N:3]=[C:2]1[C:6]1[CH:11]=[CH:10][CH:9]=[C:8]([CH3:12])[C:7]=1[NH2:13].[Br:14]N1C(=O)CCC1=O.